From a dataset of Full USPTO retrosynthesis dataset with 1.9M reactions from patents (1976-2016). Predict the reactants needed to synthesize the given product. (1) Given the product [CH2:1]([O:3][C:4](=[O:20])[C:5]([O:8][C:9]1[CH:14]=[CH:13][C:12]([O:15][CH2:16][CH2:17][NH:18][C:31](=[O:32])[CH2:30][C:29]2[C:24]([CH:21]3[CH2:22][CH2:23]3)=[N:25][C:26]([C:34]3[CH:35]=[CH:36][C:37]([C:40]([F:43])([F:42])[F:41])=[CH:38][CH:39]=3)=[N:27][CH:28]=2)=[CH:11][C:10]=1[CH3:19])([CH3:6])[CH3:7])[CH3:2], predict the reactants needed to synthesize it. The reactants are: [CH2:1]([O:3][C:4](=[O:20])[C:5]([O:8][C:9]1[CH:14]=[CH:13][C:12]([O:15][CH2:16][CH2:17][NH2:18])=[CH:11][C:10]=1[CH3:19])([CH3:7])[CH3:6])[CH3:2].[CH:21]1([C:24]2[C:29]([CH2:30][C:31](O)=[O:32])=[CH:28][N:27]=[C:26]([C:34]3[CH:39]=[CH:38][C:37]([C:40]([F:43])([F:42])[F:41])=[CH:36][CH:35]=3)[N:25]=2)[CH2:23][CH2:22]1. (2) Given the product [CH2:29]([O:31][NH:32][C:11](=[O:13])[C:10]1[CH:14]=[CH:15][N:16]=[CH:17][C:9]=1[NH:8][C:5]1[CH:6]=[CH:7][C:2]([I:1])=[CH:3][C:4]=1[CH3:18])[CH3:30], predict the reactants needed to synthesize it. The reactants are: [I:1][C:2]1[CH:7]=[CH:6][C:5]([NH:8][C:9]2[CH:17]=[N:16][CH:15]=[CH:14][C:10]=2[C:11]([OH:13])=O)=[C:4]([CH3:18])[CH:3]=1.CCN(C(C)C)C(C)C.Cl.[CH2:29]([O:31][NH2:32])[CH3:30].